Dataset: Full USPTO retrosynthesis dataset with 1.9M reactions from patents (1976-2016). Task: Predict the reactants needed to synthesize the given product. (1) The reactants are: [OH:1][N:2]1[C:7]([CH3:9])([CH3:8])[CH2:6][CH:5]([O:10][C:11](=[O:18])[C:12]2[CH:17]=[CH:16][CH:15]=[CH:14][CH:13]=2)[CH2:4][C:3]1([CH3:20])[CH3:19].[C:21](O[C:21]([O:23][C:24]([CH3:27])([CH3:26])[CH3:25])=[O:22])([O:23][C:24]([CH3:27])([CH3:26])[CH3:25])=[O:22]. Given the product [C:11]([O:10][CH:5]1[CH2:6][C:7]([CH3:9])([CH3:8])[N:2]([O:1][C:21]([O:23][C:24]([CH3:27])([CH3:26])[CH3:25])=[O:22])[C:3]([CH3:20])([CH3:19])[CH2:4]1)(=[O:18])[C:12]1[CH:17]=[CH:16][CH:15]=[CH:14][CH:13]=1, predict the reactants needed to synthesize it. (2) Given the product [C:19]([O:18][C:16](=[O:17])[NH:1][C@H:2]([C:13](=[O:15])[N:24]([CH3:25])[CH3:23])[CH2:3][C:4]1[CH:5]=[CH:6][C:7]([N+:10]([O-:12])=[O:11])=[CH:8][CH:9]=1)([CH3:22])([CH3:21])[CH3:20], predict the reactants needed to synthesize it. The reactants are: [NH:1]([C:16]([O:18][C:19]([CH3:22])([CH3:21])[CH3:20])=[O:17])[C@H:2]([C:13]([OH:15])=O)[CH2:3][C:4]1[CH:9]=[CH:8][C:7]([N+:10]([O-:12])=[O:11])=[CH:6][CH:5]=1.[CH3:23][N:24]1CCOC[CH2:25]1.ClC(OCC(C)C)=O.CNC. (3) Given the product [Br:25][CH2:1][C:2]1[O:6][C:5]([C:7]2[CH:12]=[CH:11][CH:10]=[CH:9][CH:8]=2)=[N:4][C:3]=1[C:13]([O:15][CH2:16][CH3:17])=[O:14], predict the reactants needed to synthesize it. The reactants are: [CH3:1][C:2]1[O:6][C:5]([C:7]2[CH:12]=[CH:11][CH:10]=[CH:9][CH:8]=2)=[N:4][C:3]=1[C:13]([O:15][CH2:16][CH3:17])=[O:14].C1C(=O)N([Br:25])C(=O)C1. (4) Given the product [Si:21]([O:20][CH:7]([C:4]1[O:5][CH:6]=[C:2]([C:33]2[CH:34]=[N:35][CH:36]=[CH:37][CH:38]=2)[N:3]=1)[CH2:8][CH2:9][CH2:10][CH2:11][CH2:12][CH2:13][C:14]1[CH:19]=[CH:18][CH:17]=[CH:16][CH:15]=1)([C:24]([CH3:27])([CH3:26])[CH3:25])([CH3:23])[CH3:22], predict the reactants needed to synthesize it. The reactants are: Br[C:2]1[N:3]=[C:4]([CH:7]([O:20][Si:21]([C:24]([CH3:27])([CH3:26])[CH3:25])([CH3:23])[CH3:22])[CH2:8][CH2:9][CH2:10][CH2:11][CH2:12][CH2:13][C:14]2[CH:19]=[CH:18][CH:17]=[CH:16][CH:15]=2)[O:5][CH:6]=1.C([Sn](CCCC)(CCCC)[C:33]1[CH:34]=[N:35][CH:36]=[CH:37][CH:38]=1)CCC. (5) Given the product [CH2:3]([O:5][C:6](=[O:28])[CH:7]([C:9]1[C:18]([O:19][CH2:20][C:21]2[CH:26]=[CH:25][CH:24]=[CH:23][CH:22]=2)=[C:17]([Cl:27])[CH:16]=[C:15]2[C:10]=1[CH:11]=[CH:12][CH:13]=[N:14]2)[OH:8])[CH3:4], predict the reactants needed to synthesize it. The reactants are: [BH4-].[Na+].[CH2:3]([O:5][C:6](=[O:28])[C:7]([C:9]1[C:18]([O:19][CH2:20][C:21]2[CH:26]=[CH:25][CH:24]=[CH:23][CH:22]=2)=[C:17]([Cl:27])[CH:16]=[C:15]2[C:10]=1[CH:11]=[CH:12][CH:13]=[N:14]2)=[O:8])[CH3:4]. (6) The reactants are: Cl[C:2]1[C:7]([C:8]([O:10][CH3:11])=[O:9])=[CH:6][C:5]([C:12]2[CH:17]=[CH:16][C:15]([Cl:18])=[CH:14][CH:13]=2)=[C:4]([C:19]2[CH:24]=[CH:23][C:22]([Cl:25])=[CH:21][C:20]=2[Cl:26])[N:3]=1. Given the product [Cl:26][C:20]1[CH:21]=[C:22]([Cl:25])[CH:23]=[CH:24][C:19]=1[C:4]1[N:3]=[CH:2][C:7]([C:8]([O:10][CH3:11])=[O:9])=[CH:6][C:5]=1[C:12]1[CH:17]=[CH:16][C:15]([Cl:18])=[CH:14][CH:13]=1, predict the reactants needed to synthesize it. (7) The reactants are: [OH:1][CH:2]1[CH2:7][CH2:6][CH2:5][CH:4]([O:8][CH2:9][C:10]2[CH:19]=[CH:18][CH:17]=[C:16]([CH3:20])[C:11]=2[C:12]([O:14]C)=[O:13])[CH2:3]1.[CH3:21][C:22]1[CH:23]=[C:24]([C:29]2[O:30][C:31]([CH3:36])=[C:32]([CH2:34]I)[N:33]=2)[CH:25]=[CH:26][C:27]=1[CH3:28]. Given the product [CH3:21][C:22]1[CH:23]=[C:24]([C:29]2[O:30][C:31]([CH3:36])=[C:32]([CH2:34][O:1][CH:2]3[CH2:7][CH2:6][CH2:5][CH:4]([O:8][CH2:9][C:10]4[CH:19]=[CH:18][CH:17]=[C:16]([CH3:20])[C:11]=4[C:12]([OH:14])=[O:13])[CH2:3]3)[N:33]=2)[CH:25]=[CH:26][C:27]=1[CH3:28], predict the reactants needed to synthesize it. (8) Given the product [CH3:2][CH:1]([C:4]1[N:9]=[C:8]2[N:10]([C:13]#[N:15])[CH:11]=[CH:12][C:7]2=[CH:6][CH:5]=1)[CH3:3], predict the reactants needed to synthesize it. The reactants are: [CH:1]([C:4]1[N:9]=[C:8]2[NH:10][CH:11]=[CH:12][C:7]2=[CH:6][CH:5]=1)([CH3:3])[CH3:2].[CH2:13]([N:15](CC)CC)C.N#CBr.O. (9) Given the product [Br:1][C:2]1[CH:7]=[CH:6][N:5]=[C:4]([C:8]([NH:13][NH2:14])=[O:10])[CH:3]=1, predict the reactants needed to synthesize it. The reactants are: [Br:1][C:2]1[CH:7]=[CH:6][N:5]=[C:4]([C:8]([O:10]C)=O)[CH:3]=1.O.[NH2:13][NH2:14]. (10) The reactants are: [C:1]([O:5][C:6](=[O:27])[NH:7][C@H:8]([C:10](=O)[NH:11][C:12]1[C:13]([NH:18][C:19]2[CH:24]=[CH:23][CH:22]=[CH:21][C:20]=2[CH3:25])=[N:14][CH:15]=[CH:16][CH:17]=1)[CH3:9])([CH3:4])([CH3:3])[CH3:2]. Given the product [C:1]([O:5][C:6](=[O:27])[NH:7][C@H:8]([C:10]1[N:18]([C:19]2[CH:24]=[CH:23][CH:22]=[CH:21][C:20]=2[CH3:25])[C:13]2=[N:14][CH:15]=[CH:16][CH:17]=[C:12]2[N:11]=1)[CH3:9])([CH3:4])([CH3:3])[CH3:2], predict the reactants needed to synthesize it.